Dataset: Reaction yield outcomes from USPTO patents with 853,638 reactions. Task: Predict the reaction yield, written as a fraction of the theoretical maximum amount of product (1.0 means a 100% yield; for example, 0.34 means a 34% yield). The reactants are O[CH2:2][C:3]1[CH:12]=[N:11][C:10]2[N:9]3[CH2:13][CH2:14][O:15][CH2:16][CH:8]3[C:7](=[O:17])[NH:6][C:5]=2[CH:4]=1.[I-].C(C[P+](C)(C)C)#N.C(N(C(C)C)C(C)C)C.[N:35]1([C:41]2[CH:48]=[CH:47][C:44]([C:45]#[N:46])=[CH:43][N:42]=2)[CH2:40][CH2:39][NH:38][CH2:37][CH2:36]1. The catalyst is C(#N)CC. The product is [O:17]=[C:7]1[NH:6][C:5]2[CH:4]=[C:3]([CH2:2][N:38]3[CH2:39][CH2:40][N:35]([C:41]4[CH:48]=[CH:47][C:44]([C:45]#[N:46])=[CH:43][N:42]=4)[CH2:36][CH2:37]3)[CH:12]=[N:11][C:10]=2[N:9]2[CH2:13][CH2:14][O:15][CH2:16][CH:8]12. The yield is 0.601.